This data is from Full USPTO retrosynthesis dataset with 1.9M reactions from patents (1976-2016). The task is: Predict the reactants needed to synthesize the given product. (1) The reactants are: [F:1][C:2]1[CH:7]=[C:6]([S:8]([CH3:11])(=[O:10])=[O:9])[CH:5]=[CH:4][C:3]=1[C:12]1[CH:13]=[C:14]2[C:18](=[CH:19][CH:20]=1)[N:17]([CH:21]1[CH2:26][CH2:25][NH:24][CH2:23][CH2:22]1)[CH:16]=[CH:15]2.CCN(C(C)C)C(C)C.Cl[C:37]1[N:42]=[CH:41][C:40]([CH2:43][CH3:44])=[CH:39][N:38]=1. Given the product [CH2:43]([C:40]1[CH:39]=[N:38][C:37]([N:24]2[CH2:23][CH2:22][CH:21]([N:17]3[C:18]4[C:14](=[CH:13][C:12]([C:3]5[CH:4]=[CH:5][C:6]([S:8]([CH3:11])(=[O:9])=[O:10])=[CH:7][C:2]=5[F:1])=[CH:20][CH:19]=4)[CH:15]=[CH:16]3)[CH2:26][CH2:25]2)=[N:42][CH:41]=1)[CH3:44], predict the reactants needed to synthesize it. (2) Given the product [F:15][C:16]([F:20])([F:19])[CH2:17][CH2:18][S:8][CH2:9][CH2:10][C:11]([O:13][CH3:14])=[O:12], predict the reactants needed to synthesize it. The reactants are: C1(C)C=CC=CC=1.[SH:8][CH2:9][CH2:10][C:11]([O:13][CH3:14])=[O:12].[F:15][C:16]([F:20])([F:19])[CH:17]=[CH2:18]. (3) Given the product [CH3:20][N:11]([C:8]1[CH:9]=[CH:10][C:2]([CH3:1])=[C:3]2[C:7]=1[NH:6][C:5]([C:21]1[S:23][CH:25]=[CH:26][N:22]=1)=[CH:4]2)[S:12]([C:15]1[S:16][CH:17]=[CH:18][CH:19]=1)(=[O:14])=[O:13], predict the reactants needed to synthesize it. The reactants are: [CH3:1][C:2]1[CH:10]=[CH:9][C:8]([N:11]([CH3:20])[S:12]([C:15]2[S:16][CH:17]=[CH:18][CH:19]=2)(=[O:14])=[O:13])=[C:7]2[C:3]=1[CH:4]=[C:5]([C:21](=[S:23])[NH2:22])[NH:6]2.Br[CH2:25][CH:26](OCC)OCC.CN(C)C(=O)C. (4) Given the product [ClH:30].[Cl:30][C:31]1[CH:46]=[CH:45][C:34]([O:35][C:36]2[CH:43]=[CH:42][C:39]([CH2:40][NH:41][C:60]([C:57]3([NH:56][C:54]([C:52]4[CH:51]=[N:50][CH:49]=[N:48][CH:53]=4)=[O:55])[CH2:59][CH2:58]3)=[O:61])=[CH:38][C:37]=2[F:44])=[C:33]([F:47])[CH:32]=1, predict the reactants needed to synthesize it. The reactants are: C(N(CC)CC)C.CN(C(ON1N=NC2C=CC=CC1=2)=[N+](C)C)C.[B-](F)(F)(F)F.[Cl:30][C:31]1[CH:46]=[CH:45][C:34]([O:35][C:36]2[CH:43]=[CH:42][C:39]([CH2:40][NH2:41])=[CH:38][C:37]=2[F:44])=[C:33]([F:47])[CH:32]=1.[N:48]1[CH:53]=[C:52]([C:54]([NH:56][C:57]2([C:60](O)=[O:61])[CH2:59][CH2:58]2)=[O:55])[CH:51]=[N:50][CH:49]=1. (5) Given the product [OH:31][C:28]1([CH2:32][CH2:33][N:34]2[CH2:39][CH2:38][C@H:37]([OH:40])[C@@H:36]([CH3:41])[CH2:35]2)[CH2:29][CH2:30][CH:25]([NH:24][C:21]([C:15]2[NH:16][C:17]3[C:13]([CH:14]=2)=[C:12]([O:11][CH2:10][CH2:9][C:5]2[CH:6]=[CH:7][CH:8]=[C:3]([O:2][CH3:1])[CH:4]=2)[CH:20]=[CH:19][CH:18]=3)=[O:23])[CH2:26][CH2:27]1, predict the reactants needed to synthesize it. The reactants are: [CH3:1][O:2][C:3]1[CH:4]=[C:5]([CH2:9][CH2:10][O:11][C:12]2[CH:20]=[CH:19][CH:18]=[C:17]3[C:13]=2[CH:14]=[C:15]([C:21]([OH:23])=O)[NH:16]3)[CH:6]=[CH:7][CH:8]=1.[NH2:24][CH:25]1[CH2:30][CH2:29][C:28]([CH2:32][CH2:33][N:34]2[CH2:39][CH2:38][C@H:37]([OH:40])[C@@H:36]([CH3:41])[CH2:35]2)([OH:31])[CH2:27][CH2:26]1. (6) Given the product [F:1][CH2:2][CH2:3][CH2:4][O:5][S:19]([C:16]1[CH:17]=[CH:18][C:13]([CH3:23])=[CH:14][CH:15]=1)(=[O:21])=[O:20], predict the reactants needed to synthesize it. The reactants are: [F:1][CH2:2][CH2:3][CH2:4][OH:5].C(N(CC)CC)C.[C:13]1([CH3:23])[CH:18]=[CH:17][C:16]([S:19](Cl)(=[O:21])=[O:20])=[CH:15][CH:14]=1. (7) Given the product [O:39]1[CH2:38][CH2:37][N:36]([CH2:35][CH2:34][NH:33][C:31]([C:30]2[CH:29]=[C:28]([NH:27][C:2]3[CH:7]=[C:6]([O:8][C:9]4[C:18]5[C:13](=[CH:14][CH:15]=[CH:16][CH:17]=5)[C:12]([NH:19][C:20](=[O:26])[O:21][C:22]([CH3:24])([CH3:23])[CH3:25])=[CH:11][CH:10]=4)[CH:5]=[CH:4][N:3]=3)[CH:44]=[C:43]([C:45]#[C:46][Si:47]([CH:48]([CH3:50])[CH3:49])([CH:51]([CH3:53])[CH3:52])[CH:54]([CH3:55])[CH3:56])[CH:42]=2)=[O:32])[CH2:41][CH2:40]1, predict the reactants needed to synthesize it. The reactants are: Cl[C:2]1[CH:7]=[C:6]([O:8][C:9]2[C:18]3[C:13](=[CH:14][CH:15]=[CH:16][CH:17]=3)[C:12]([NH:19][C:20](=[O:26])[O:21][C:22]([CH3:25])([CH3:24])[CH3:23])=[CH:11][CH:10]=2)[CH:5]=[CH:4][N:3]=1.[NH2:27][C:28]1[CH:29]=[C:30]([CH:42]=[C:43]([C:45]#[C:46][Si:47]([CH:54]([CH3:56])[CH3:55])([CH:51]([CH3:53])[CH3:52])[CH:48]([CH3:50])[CH3:49])[CH:44]=1)[C:31]([NH:33][CH2:34][CH2:35][N:36]1[CH2:41][CH2:40][O:39][CH2:38][CH2:37]1)=[O:32].C1C=CC(P(C2C(C3C(P(C4C=CC=CC=4)C4C=CC=CC=4)=CC=C4C=3C=CC=C4)=C3C(C=CC=C3)=CC=2)C2C=CC=CC=2)=CC=1.C([O-])([O-])=O.[Cs+].[Cs+]. (8) Given the product [F:1][C:2]1[CH:7]=[C:6]([CH3:8])[C:5]([S:9]([CH2:11][C:12]([F:15])([F:13])[F:14])=[O:10])=[CH:4][C:3]=1[N:16]1[CH:21]=[CH:20][C:19](=[O:22])[N:18]([CH3:24])[C:17]1=[O:23], predict the reactants needed to synthesize it. The reactants are: [F:1][C:2]1[CH:7]=[C:6]([CH3:8])[C:5]([S:9]([CH2:11][C:12]([F:15])([F:14])[F:13])=[O:10])=[CH:4][C:3]=1[N:16]1[CH:21]=[CH:20][C:19](=[O:22])[NH:18][C:17]1=[O:23].[CH3:24]I.[H-].[Na+]. (9) Given the product [CH3:1][N:2]1[C:6]([NH:7][C:8]([C:15]2[CH:16]=[CH:17][CH:18]=[CH:19][CH:20]=2)([C:21]2[CH:26]=[CH:25][CH:24]=[CH:23][CH:22]=2)[C:9]2[CH:10]=[CH:11][CH:12]=[CH:13][CH:14]=2)=[C:5]([NH:27][C:28]([NH:37][CH:38]2[CH2:42][CH2:41][N:40]([C:43]([O:45][C:46]([CH3:49])([CH3:48])[CH3:47])=[O:44])[CH2:39]2)=[O:29])[CH:4]=[N:3]1, predict the reactants needed to synthesize it. The reactants are: [CH3:1][N:2]1[C:6]([NH:7][C:8]([C:21]2[CH:26]=[CH:25][CH:24]=[CH:23][CH:22]=2)([C:15]2[CH:20]=[CH:19][CH:18]=[CH:17][CH:16]=2)[C:9]2[CH:14]=[CH:13][CH:12]=[CH:11][CH:10]=2)=[C:5]([NH:27][C:28](=O)[O:29]C2C=CC=CC=2)[CH:4]=[N:3]1.[NH2:37][CH:38]1[CH2:42][CH2:41][N:40]([C:43]([O:45][C:46]([CH3:49])([CH3:48])[CH3:47])=[O:44])[CH2:39]1.C(N(C(C)C)C(C)C)C. (10) Given the product [CH2:14]([N:1]([CH2:14][C:15]1[CH:20]=[CH:19][CH:18]=[CH:17][CH:16]=1)[C@H:2]([CH2:3][OH:4])[C:5]([O:7][CH2:14][C:15]1[CH:20]=[CH:19][CH:18]=[CH:17][CH:16]=1)=[O:6])[C:15]1[CH:20]=[CH:19][CH:18]=[CH:17][CH:16]=1, predict the reactants needed to synthesize it. The reactants are: [NH2:1][C@@H:2]([C:5]([OH:7])=[O:6])[CH2:3][OH:4].C(=O)([O-])[O-].[K+].[K+].[CH2:14](Br)[C:15]1[CH:20]=[CH:19][CH:18]=[CH:17][CH:16]=1.O.